This data is from Reaction yield outcomes from USPTO patents with 853,638 reactions. The task is: Predict the reaction yield, written as a fraction of the theoretical maximum amount of product (1.0 means a 100% yield; for example, 0.34 means a 34% yield). (1) The reactants are [C:1]([N:8](C1C=CC=CC=1)CC=O)([O:3][C:4]([CH3:7])([CH3:6])[CH3:5])=[O:2].[CH3:18][O:19][C:20]1[CH:26]=[CH:25][CH:24]=[CH:23][C:21]=1[NH2:22].[C:27](O[BH-](OC(=O)C)OC(=O)C)(=O)[CH3:28].[Na+].[C:41](O)(=O)[CH2:42][C:43]([CH2:48][C:49](O)=O)([C:45](O)=O)O. The catalyst is ClCCl.C(OCC)(=O)C. The product is [CH3:18][O:19][C:20]1[CH:26]=[CH:25][CH:24]=[CH:23][C:21]=1[NH:22][CH2:49][CH:48]([NH:8][C:1](=[O:2])[O:3][C:4]([CH3:7])([CH3:6])[CH3:5])[C:43]1[CH:42]=[CH:41][CH:28]=[CH:27][CH:45]=1. The yield is 0.510. (2) The product is [N:25]1[C:34]2[C:29](=[CH:30][CH:31]=[CH:32][CH:33]=2)[N:28]=[CH:27][C:26]=1[C:35]([NH:1][C:2]1[CH:7]=[CH:6][C:5]([N:8]2[C:14](=[O:15])[CH2:13][C:12](=[O:16])[NH:11][C:10]3[C:17]4[C:22]([CH:23]=[CH:24][C:9]2=3)=[CH:21][CH:20]=[CH:19][CH:18]=4)=[CH:4][CH:3]=1)=[O:36]. The catalyst is CN(C=O)C. The yield is 0.210. The reactants are [NH2:1][C:2]1[CH:7]=[CH:6][C:5]([N:8]2[C:14](=[O:15])[CH2:13][C:12](=[O:16])[NH:11][C:10]3[C:17]4[C:22]([CH:23]=[CH:24][C:9]2=3)=[CH:21][CH:20]=[CH:19][CH:18]=4)=[CH:4][CH:3]=1.[N:25]1[C:34]2[C:29](=[CH:30][CH:31]=[CH:32][CH:33]=2)[N:28]=[CH:27][C:26]=1[C:35](O)=[O:36].F[P-](F)(F)(F)(F)F.N1(OC(N(C)C)=[N+](C)C)C2C=CC=CC=2N=N1.C(N(CC)CC)C.